The task is: Predict the reaction yield, written as a fraction of the theoretical maximum amount of product (1.0 means a 100% yield; for example, 0.34 means a 34% yield).. This data is from Reaction yield outcomes from USPTO patents with 853,638 reactions. The reactants are [Br:1][CH:2]([C:6]1[CH:11]=[CH:10][C:9]([C:12]([CH3:15])([CH3:14])[CH3:13])=[CH:8][CH:7]=1)[C:3]([OH:5])=O.O=S(Cl)Cl.[CH:20]1([CH2:26][O:27][C:28]2[CH:33]=[CH:32][C:31]([NH2:34])=[CH:30][CH:29]=2)[CH2:25][CH2:24][CH2:23][CH2:22][CH2:21]1.C(N(C(C)C)C(C)C)C. The catalyst is C1(C)C=CC=CC=1. The product is [Br:1][CH:2]([C:6]1[CH:11]=[CH:10][C:9]([C:12]([CH3:15])([CH3:14])[CH3:13])=[CH:8][CH:7]=1)[C:3]([NH:34][C:31]1[CH:30]=[CH:29][C:28]([O:27][CH2:26][CH:20]2[CH2:21][CH2:22][CH2:23][CH2:24][CH2:25]2)=[CH:33][CH:32]=1)=[O:5]. The yield is 0.590.